This data is from Peptide-MHC class I binding affinity with 185,985 pairs from IEDB/IMGT. The task is: Regression. Given a peptide amino acid sequence and an MHC pseudo amino acid sequence, predict their binding affinity value. This is MHC class I binding data. The peptide sequence is GYSFSIPGY. The MHC is HLA-B27:05 with pseudo-sequence HLA-B27:05. The binding affinity (normalized) is 0.0847.